Dataset: Catalyst prediction with 721,799 reactions and 888 catalyst types from USPTO. Task: Predict which catalyst facilitates the given reaction. (1) Reactant: [NH3:1].[Si:2]([O:9][CH2:10][C@@H:11]1[C@H:15]2[O:16][C:17]([CH3:20])([CH3:19])[O:18][C@H:14]2[C@H:13]([N:21]2[CH:29]=[N:28][C:27]3[C:22]2=[N:23][C:24]([I:31])=[N:25][C:26]=3Cl)[O:12]1)([C:5]([CH3:8])([CH3:7])[CH3:6])([CH3:4])[CH3:3]. Product: [Si:2]([O:9][CH2:10][C@@H:11]1[C@H:15]2[O:16][C:17]([CH3:20])([CH3:19])[O:18][C@H:14]2[C@H:13]([N:21]2[CH:29]=[N:28][C:27]3[C:22]2=[N:23][C:24]([I:31])=[N:25][C:26]=3[NH2:1])[O:12]1)([C:5]([CH3:8])([CH3:7])[CH3:6])([CH3:4])[CH3:3]. The catalyst class is: 41. (2) Reactant: Cl[CH2:2][C:3]([NH:5][C:6]1[CH:19]=[CH:18][C:17]2[C:16](=[O:20])[C:15]3[C:10](=[CH:11][C:12]([NH:21][C:22](=[O:25])[CH2:23]Cl)=[CH:13][CH:14]=3)[C:9](=[O:26])[C:8]=2[CH:7]=1)=[O:4].[NH:27]1[CH2:32][CH2:31][CH2:30][CH2:29][CH2:28]1.[N:33]1[CH:38]=[CH:37][CH:36]=[CH:35][CH:34]=1. Product: [N:27]1([CH2:2][C:3]([NH:5][C:6]2[CH:19]=[CH:18][C:17]3[C:16](=[O:20])[C:15]4[C:10](=[CH:11][C:12]([NH:21][C:22](=[O:25])[CH2:23][N:33]5[CH2:38][CH2:37][CH2:36][CH2:35][CH2:34]5)=[CH:13][CH:14]=4)[C:9](=[O:26])[C:8]=3[CH:7]=2)=[O:4])[CH2:32][CH2:31][CH2:30][CH2:29][CH2:28]1. The catalyst class is: 9. (3) Reactant: [CH3:1][O:2][C:3](=[O:15])[C:4]1[CH:9]=[CH:8][CH:7]=[C:6]([N+:10]([O-:12])=[O:11])[C:5]=1[CH2:13]Br.CN(C)C=O.O.[N-:22]=[N+:23]=[N-:24].[Na+]. Product: [CH3:1][O:2][C:3](=[O:15])[C:4]1[CH:9]=[CH:8][CH:7]=[C:6]([N+:10]([O-:12])=[O:11])[C:5]=1[CH2:13][N:22]=[N+:23]=[N-:24]. The catalyst class is: 310. (4) Reactant: [Br:1][C:2]1[C:29]([F:30])=[CH:28][C:5]([CH2:6][N:7]([CH2:18][CH2:19][NH:20]C(OC(C)(C)C)=O)[C:8](=[O:17])[O:9][CH2:10][C:11]2[CH:16]=[CH:15][CH:14]=[CH:13][CH:12]=2)=[C:4]([F:31])[CH:3]=1.FC(F)(F)C(O)=O. Product: [NH2:20][CH2:19][CH2:18][N:7]([CH2:6][C:5]1[CH:28]=[C:29]([F:30])[C:2]([Br:1])=[CH:3][C:4]=1[F:31])[C:8](=[O:17])[O:9][CH2:10][C:11]1[CH:16]=[CH:15][CH:14]=[CH:13][CH:12]=1. The catalyst class is: 2. (5) Reactant: [F:1][C:2]([F:18])([F:17])[C:3]1[CH:16]=[CH:15][C:14]2[S:13][C:12]3[C:7](=[CH:8][CH:9]=[CH:10][CH:11]=3)[NH:6][C:5]=2[CH:4]=1.[I:19]I. Product: [I-:19].[F:18][C:2]([F:1])([F:17])[C:3]1[CH:16]=[CH:15][C:14]2[C:5](=[N:6][C:7]3[C:12]([S+:13]=2)=[CH:11][CH:10]=[CH:9][CH:8]=3)[CH:4]=1. The catalyst class is: 22. (6) Reactant: [CH:1]([C:3]1[CH:26]=[CH:25][C:6]([O:7][CH2:8][C:9]2[N:10]=[C:11]([C:15]3[CH:16]=[C:17]([CH:22]=[CH:23][CH:24]=3)[C:18]([O:20][CH3:21])=[O:19])[O:12][C:13]=2[CH3:14])=[CH:5][CH:4]=1)=[O:2].C(O)C.[BH4-].[Na+].O. Product: [OH:2][CH2:1][C:3]1[CH:4]=[CH:5][C:6]([O:7][CH2:8][C:9]2[N:10]=[C:11]([C:15]3[CH:16]=[C:17]([CH:22]=[CH:23][CH:24]=3)[C:18]([O:20][CH3:21])=[O:19])[O:12][C:13]=2[CH3:14])=[CH:25][CH:26]=1. The catalyst class is: 7. (7) Reactant: [OH-].[Na+].[CH2:3]([CH2:5][NH2:6])[OH:4].[C:7](OC([O-])=O)([O:9][C:10]([CH3:13])([CH3:12])[CH3:11])=[O:8].S(=O)(=O)(O)O. Product: [OH:4][CH2:3][CH2:5][NH:6][C:7](=[O:8])[O:9][C:10]([CH3:13])([CH3:12])[CH3:11]. The catalyst class is: 334.